Dataset: Forward reaction prediction with 1.9M reactions from USPTO patents (1976-2016). Task: Predict the product of the given reaction. (1) Given the reactants [CH2:1]([N:3]1[CH2:8][CH2:7][N:6]([C:9]([C:11]2[CH:16]=[CH:15][CH:14]=[C:13]([N+:17]([O-])=O)[CH:12]=2)=[O:10])[CH2:5][CH2:4]1)[CH3:2], predict the reaction product. The product is: [NH2:17][C:13]1[CH:12]=[C:11]([C:9]([N:6]2[CH2:7][CH2:8][N:3]([CH2:1][CH3:2])[CH2:4][CH2:5]2)=[O:10])[CH:16]=[CH:15][CH:14]=1. (2) Given the reactants [F:1][C:2]1[CH:3]=[C:4]([CH:19]=[CH:20][CH:21]=1)[O:5][C@@H:6]([C:13]1[CH:18]=[CH:17][CH:16]=[CH:15][CH:14]=1)[CH:7]1[CH2:12][CH2:11][NH:10][CH2:9][CH2:8]1.[CH3:22][S:23]([OH:26])(=[O:25])=[O:24], predict the reaction product. The product is: [CH3:22][S:23]([OH:26])(=[O:25])=[O:24].[F:1][C:2]1[CH:3]=[C:4]([CH:19]=[CH:20][CH:21]=1)[O:5][C@@H:6]([C:13]1[CH:14]=[CH:15][CH:16]=[CH:17][CH:18]=1)[CH:7]1[CH2:8][CH2:9][NH:10][CH2:11][CH2:12]1. (3) The product is: [OH:3][CH2:4][CH2:5][CH2:6][O:7][C:8]1[CH:17]=[C:16]2[C:11]([C:12](=[O:26])[NH:13][CH:14]=[N:15]2)=[CH:10][C:9]=1[O:27][CH3:28]. Given the reactants [OH-].[Na+].[OH:3][CH2:4][CH2:5][CH2:6][O:7][C:8]1[CH:17]=[C:16]2[C:11]([C:12](=[O:26])[N:13](CC(OC(C)(C)C)=O)[CH:14]=[N:15]2)=[CH:10][C:9]=1[O:27][CH3:28], predict the reaction product. (4) Given the reactants [C:1]([O:9][C:10]1[CH:15]=[CH:14][C:13]([CH3:16])=[C:12]([CH3:17])[C:11]=1[C:18]1[C:23]([OH:24])=[CH:22][CH:21]=[C:20]([CH3:25])[C:19]=1[CH3:26])(=[O:8])[C:2]1[CH:7]=[CH:6][CH:5]=[CH:4][CH:3]=1.[H-].[Na+].Cl[C:30]([O:32][CH2:33][CH3:34])=[O:31], predict the reaction product. The product is: [C:1]([O:9][C:10]1[CH:15]=[CH:14][C:13]([CH3:16])=[C:12]([CH3:17])[C:11]=1[C:18]1[C:23]([O:24][C:30]([O:32][CH2:33][CH3:34])=[O:31])=[CH:22][CH:21]=[C:20]([CH3:25])[C:19]=1[CH3:26])(=[O:8])[C:2]1[CH:7]=[CH:6][CH:5]=[CH:4][CH:3]=1.